This data is from Forward reaction prediction with 1.9M reactions from USPTO patents (1976-2016). The task is: Predict the product of the given reaction. (1) The product is: [OH:17][C:10]1[C:11]2[C:16](=[N:15][CH:14]=[CH:13][CH:12]=2)[N:7]([C:1]2[CH:2]=[CH:3][CH:4]=[CH:5][CH:6]=2)[C:8](=[O:27])[C:9]=1[C:54](=[O:55])[CH2:53][C:61]1[CH:66]=[CH:65][CH:64]=[CH:63][CH:62]=1. Given the reactants [C:1]1([N:7]2[C:16]3[C:11](=[CH:12][CH:13]=[CH:14][N:15]=3)[C:10]([O:17]C(=O)CC3C=CC=CC=3)=[CH:9][C:8]2=[O:27])[CH:6]=[CH:5][CH:4]=[CH:3][CH:2]=1.C(N(CC)CC)C.[C-]#N.[K+].C1[O:55][CH2:54][CH2:53]OCCOCCOCCOCCOC1.C(=O)([O-])O.[Na+].[C:61]1(C)[CH:66]=[CH:65][CH:64]=[CH:63][CH:62]=1, predict the reaction product. (2) Given the reactants [CH2:1]([C:5]1[CH:9]([C:10]2[CH:15]=[CH:14][CH:13]=[CH:12][CH:11]=2)[C:8]([CH3:17])([CH3:16])[NH:7][N:6]=1)[CH2:2][CH2:3][CH3:4].[CH3:18][C:19]([N:27]=[C:28]=[O:29])([C:21]1[CH:26]=[CH:25][CH:24]=[CH:23][CH:22]=1)[CH3:20], predict the reaction product. The product is: [CH3:20][C:19]([NH:27][C:28]([N:7]1[C:8]([CH3:16])([CH3:17])[CH:9]([C:10]2[CH:15]=[CH:14][CH:13]=[CH:12][CH:11]=2)[C:5]([CH2:1][CH2:2][CH2:3][CH3:4])=[N:6]1)=[O:29])([C:21]1[CH:22]=[CH:23][CH:24]=[CH:25][CH:26]=1)[CH3:18]. (3) The product is: [F:25][C:13]([F:12])([F:24])[C:14]1[CH:15]=[C:16]2[C:20](=[CH:21][CH:22]=1)[NH:19][N:18]=[C:17]2[N:23]1[C:3](=[O:10])[C:4]2[C:9](=[CH:8][CH:7]=[CH:6][CH:5]=2)[C:1]1=[O:11]. Given the reactants [C:1]1(=[O:11])[C:9]2[C:4](=[CH:5][CH:6]=[CH:7][CH:8]=2)[C:3](=[O:10])O1.[F:12][C:13]([F:25])([F:24])[C:14]1[CH:15]=[C:16]2[C:20](=[CH:21][CH:22]=1)[NH:19][N:18]=[C:17]2[NH2:23], predict the reaction product.